Predict the reaction yield, written as a fraction of the theoretical maximum amount of product (1.0 means a 100% yield; for example, 0.34 means a 34% yield). From a dataset of Reaction yield outcomes from USPTO patents with 853,638 reactions. (1) The reactants are [CH3:1][C:2]1[O:6][N:5]=[C:4]([C:7]([NH:9][C@@H:10]2[C:24](=[O:25])[N:23]3[CH2:26][C@H:27]([O:29][C:30]4[N:31]=[C:32]5[C:37](=[C:38]6[C:43]=4[CH:42]=[CH:41][CH:40]=[CH:39]6)[CH:36]=[CH:35][CH:34]=[CH:33]5)[CH2:28][C@H:22]3[C:21](=[O:44])[NH:20][C@:19]3([C:46]([OH:48])=[O:47])[CH2:45][C@H:18]3[CH:17]=[CH:16][CH2:15][CH2:14][CH2:13][CH2:12][CH2:11]2)=[O:8])[CH:3]=1.[C:49](OC(O[C:49]([CH3:52])([CH3:51])[CH3:50])N(C)C)([CH3:52])([CH3:51])[CH3:50]. The catalyst is C1(C)C=CC=CC=1. The product is [CH3:1][C:2]1[O:6][N:5]=[C:4]([C:7]([NH:9][C@@H:10]2[C:24](=[O:25])[N:23]3[CH2:26][C@H:27]([O:29][C:30]4[N:31]=[C:32]5[C:37](=[C:38]6[C:43]=4[CH:42]=[CH:41][CH:40]=[CH:39]6)[CH:36]=[CH:35][CH:34]=[CH:33]5)[CH2:28][C@H:22]3[C:21](=[O:44])[NH:20][C@:19]3([C:46]([O:48][C:49]([CH3:52])([CH3:51])[CH3:50])=[O:47])[CH2:45][C@H:18]3[CH:17]=[CH:16][CH2:15][CH2:14][CH2:13][CH2:12][CH2:11]2)=[O:8])[CH:3]=1. The yield is 0.790. (2) The reactants are [OH:1][C@@H:2]1[C@@H:8]([NH:9][C:10]([C@@H:12]([NH:17][C:18]([C:20]2[O:28][C:27]3[C:22](=[N:23][CH:24]=[CH:25][CH:26]=3)[CH:21]=2)=[O:19])[CH2:13][CH:14]([CH3:16])[CH3:15])=[O:11])[CH2:7][CH2:6][C@@H:5]([CH3:29])[N:4]([S:30]([C:33]2[CH:38]=[CH:37][CH:36]=[CH:35][N:34]=2)(=[O:32])=[O:31])[CH2:3]1.C(N(CC)CC)C. The catalyst is CS(C)=O.O. The product is [CH3:15][CH:14]([CH3:16])[CH2:13][C@H:12]([NH:17][C:18]([C:20]1[O:28][C:27]2[C:22](=[N:23][CH:24]=[CH:25][CH:26]=2)[CH:21]=1)=[O:19])[C:10](=[O:11])[NH:9][C@H:8]1[CH2:7][CH2:6][C@@H:5]([CH3:29])[N:4]([S:30]([C:33]2[CH:38]=[CH:37][CH:36]=[CH:35][N:34]=2)(=[O:32])=[O:31])[CH2:3][C:2]1=[O:1]. The yield is 0.220. (3) The reactants are [Cl:1][C:2]1[CH:3]=[C:4]([CH:11]=[CH:12][C:13]=1[Cl:14])[CH2:5][CH:6]([C:9]#[N:10])[C:7]#[N:8].[H-].[Na+].Br[CH2:18][CH2:19][C:20]([F:23])([F:22])[F:21]. The catalyst is CN(C)C=O. The product is [Cl:1][C:2]1[CH:3]=[C:4]([CH:11]=[CH:12][C:13]=1[Cl:14])[CH2:5][C:6]([CH2:18][CH2:19][C:20]([F:23])([F:22])[F:21])([C:7]#[N:8])[C:9]#[N:10]. The yield is 0.450. (4) The reactants are [CH2:1]([S:3]([N:6]1[CH2:11][CH2:10][CH:9]([C:12]2[C:20]3[C:15](=[C:16]([C:29]#[N:30])[CH:17]=[C:18]([O:21][C:22]4[CH:27]=[CH:26][C:25]([CH3:28])=[CH:24][CH:23]=4)[CH:19]=3)[NH:14][CH:13]=2)[CH2:8][CH2:7]1)(=[O:5])=[O:4])[CH3:2].B1([O-])O[O:32]1.O.O.O.O.[Na+]. The catalyst is C(O)C.O. The product is [CH2:1]([S:3]([N:6]1[CH2:11][CH2:10][CH:9]([C:12]2[C:20]3[C:15](=[C:16]([C:29]([NH2:30])=[O:32])[CH:17]=[C:18]([O:21][C:22]4[CH:23]=[CH:24][C:25]([CH3:28])=[CH:26][CH:27]=4)[CH:19]=3)[NH:14][CH:13]=2)[CH2:8][CH2:7]1)(=[O:5])=[O:4])[CH3:2]. The yield is 0.130. (5) The reactants are C([Si]([O:8][CH2:9][CH2:10][CH2:11][O:12][C:13]1[CH:18]=[CH:17][C:16]([Cl:19])=[CH:15][C:14]=1[N+:20]([O-])=O)(C)C)(C)(C)C.[Cl-].[NH4+]. The catalyst is C(O)C.O.[Fe]. The product is [NH2:20][C:14]1[CH:15]=[C:16]([Cl:19])[CH:17]=[CH:18][C:13]=1[O:12][CH2:11][CH2:10][CH2:9][OH:8]. The yield is 0.870. (6) The reactants are [CH:1]([O:4][C:5]1[CH:10]=[CH:9][C:8]([C:11]2[N:15]=[C:14]([C:16]3[CH:29]=[CH:28][C:19]([O:20][C@H:21]([CH3:27])[C:22](OCC)=[O:23])=[CH:18][CH:17]=3)[O:13][N:12]=2)=[CH:7][C:6]=1[C:30]([F:33])([F:32])[F:31])([CH3:3])[CH3:2].[H-].[Al+3].[Li+].[H-].[H-].[H-].CCOC(C)=O.CCCCCCC.CC(OI1(OC(C)=O)(OC(C)=O)OC(=O)C2C=CC=CC1=2)=O. The catalyst is O1CCCC1. The product is [CH:1]([O:4][C:5]1[CH:10]=[CH:9][C:8]([C:11]2[N:15]=[C:14]([C:16]3[CH:17]=[CH:18][C:19]([O:20][C@H:21]([CH3:27])[CH:22]=[O:23])=[CH:28][CH:29]=3)[O:13][N:12]=2)=[CH:7][C:6]=1[C:30]([F:31])([F:32])[F:33])([CH3:2])[CH3:3]. The yield is 0.511. (7) The reactants are Cl[C:2]1[CH:7]=[C:6]([O:8][C:9]2[C:14]([F:15])=[CH:13][C:12]([NH:16][C:17]([C:19]3[C:20](=[O:36])[N:21]([C:29]4[CH:34]=[CH:33][C:32]([F:35])=[CH:31][CH:30]=4)[CH:22]=[CH:23][C:24]=3[O:25][CH:26]([CH3:28])[CH3:27])=[O:18])=[C:11]([F:37])[CH:10]=2)[CH:5]=[CH:4][N:3]=1.C([O-])([O-])=O.[Cs+].[Cs+].[C:44]([NH2:48])(=[O:47])[CH2:45][CH3:46].CC1(C)C2C(=C(P(C3C=CC=CC=3)C3C=CC=CC=3)C=CC=2)OC2C(P(C3C=CC=CC=3)C3C=CC=CC=3)=CC=CC1=2. The catalyst is O1CCOCC1.C1C=CC(/C=C/C(/C=C/C2C=CC=CC=2)=O)=CC=1.C1C=CC(/C=C/C(/C=C/C2C=CC=CC=2)=O)=CC=1.C1C=CC(/C=C/C(/C=C/C2C=CC=CC=2)=O)=CC=1.[Pd].[Pd]. The product is [F:37][C:11]1[CH:10]=[C:9]([O:8][C:6]2[CH:5]=[CH:4][N:3]=[C:2]([NH:48][C:44](=[O:47])[CH2:45][CH3:46])[CH:7]=2)[C:14]([F:15])=[CH:13][C:12]=1[NH:16][C:17]([C:19]1[C:20](=[O:36])[N:21]([C:29]2[CH:34]=[CH:33][C:32]([F:35])=[CH:31][CH:30]=2)[CH:22]=[CH:23][C:24]=1[O:25][CH:26]([CH3:28])[CH3:27])=[O:18]. The yield is 0.494. (8) The reactants are [Cl:1][C:2]1[CH:7]=[CH:6][C:5]([C:8]2([OH:14])[CH2:13][CH2:12][NH:11][CH2:10][CH2:9]2)=[C:4]([CH3:15])[CH:3]=1.N1C(C)=CC=CC=1C.[I-].[K+].Br[CH2:27][CH2:28][CH:29]=[C:30]1[C:36]2=[CH:37][CH:38]=[CH:39][NH:40][C:35]2=[CH:34][O:33][C:32]2[CH:41]=[CH:42][C:43]([C:45]([OH:48])([CH3:47])[CH3:46])=[CH:44][C:31]1=2. The catalyst is C(O)(C)C. The product is [Cl:1][C:2]1[CH:7]=[CH:6][C:5]([C:8]2([OH:14])[CH2:9][CH2:10][N:11]([CH2:27][CH2:28][CH:29]=[C:30]3[C:36]4[CH:37]=[CH:38][CH:39]=[N:40][C:35]=4[CH2:34][O:33][C:32]4[CH:41]=[CH:42][C:43]([C:45]([OH:48])([CH3:47])[CH3:46])=[CH:44][C:31]3=4)[CH2:12][CH2:13]2)=[C:4]([CH3:15])[CH:3]=1. The yield is 0.360. (9) The reactants are [CH3:1][O:2][C:3]1[C:12]([NH:13][C:14](=[O:18])OCC)=[N:11][C:10]2[C:5](=[CH:6][CH:7]=[C:8]([CH3:19])[CH:9]=2)[N:4]=1.[N+:20]([C:23]1[CH:28]=[CH:27][C:26]([N:29]2[CH2:34][CH2:33][NH:32][CH2:31][CH2:30]2)=[CH:25][CH:24]=1)([O-:22])=[O:21]. No catalyst specified. The product is [CH3:1][O:2][C:3]1[C:12]([NH:13][C:14]([N:32]2[CH2:33][CH2:34][N:29]([C:26]3[CH:25]=[CH:24][C:23]([N+:20]([O-:22])=[O:21])=[CH:28][CH:27]=3)[CH2:30][CH2:31]2)=[O:18])=[N:11][C:10]2[C:5](=[CH:6][CH:7]=[C:8]([CH3:19])[CH:9]=2)[N:4]=1. The yield is 0.860. (10) The reactants are [C:1]([C:3]1[C:4]([F:16])=[C:5]([CH:11]=[C:12]([F:15])[C:13]=1[F:14])[C:6]([O:8]CC)=[O:7])#[N:2].Cl.O. The catalyst is C(O)(=O)C. The product is [C:1]([C:3]1[C:4]([F:16])=[C:5]([CH:11]=[C:12]([F:15])[C:13]=1[F:14])[C:6]([OH:8])=[O:7])#[N:2]. The yield is 0.970.